From a dataset of Reaction yield outcomes from USPTO patents with 853,638 reactions. Predict the reaction yield, written as a fraction of the theoretical maximum amount of product (1.0 means a 100% yield; for example, 0.34 means a 34% yield). (1) The reactants are [C:1]([O:5][C:6]([N:8]1[CH2:13][CH:12]=[C:11](B2OC(C)(C)C(C)(C)O2)[C:10]([CH3:24])([CH3:23])[CH2:9]1)=[O:7])([CH3:4])([CH3:3])[CH3:2].Br[C:26]1[CH:27]=[C:28]([N+:33]([O-:35])=[O:34])[C:29]([CH3:32])=[N:30][CH:31]=1.P([O-])([O-])([O-])=O.[K+].[K+].[K+].O. The catalyst is O1CCOCC1.[Pd].C1(P(C2C=CC=CC=2)C2C=CC=CC=2)C=CC=CC=1.C1(P(C2C=CC=CC=2)C2C=CC=CC=2)C=CC=CC=1.C1(P(C2C=CC=CC=2)C2C=CC=CC=2)C=CC=CC=1.C1(P(C2C=CC=CC=2)C2C=CC=CC=2)C=CC=CC=1. The product is [C:1]([O:5][C:6]([N:8]1[CH2:13][CH:12]=[C:11]([C:26]2[CH:31]=[N:30][C:29]([CH3:32])=[C:28]([N+:33]([O-:35])=[O:34])[CH:27]=2)[C:10]([CH3:23])([CH3:24])[CH2:9]1)=[O:7])([CH3:2])([CH3:3])[CH3:4]. The yield is 0.600. (2) The reactants are [CH:1]1([C:6]2[C:7]([OH:17])=[CH:8][C:9]([N+:14]([O-])=O)=[C:10]([CH:13]=2)[C:11]#[N:12])[CH2:5][CH2:4][CH2:3][CH2:2]1. The catalyst is C(O)C.[Pd]. The product is [NH2:14][C:9]1[CH:8]=[C:7]([OH:17])[C:6]([CH:1]2[CH2:2][CH2:3][CH2:4][CH2:5]2)=[CH:13][C:10]=1[C:11]#[N:12]. The yield is 1.00. (3) The reactants are [N:1]1[C:10]2[C:9](=[O:11])[CH:8]=[CH:7][C:6](=[O:12])[C:5]=2[N:4]=[CH:3][CH:2]=1.[F:13][C:14]([F:21])([F:20])[S:15]([O:18]C)(=[O:17])=[O:16]. The catalyst is C1(C)C=CC=CC=1. The product is [F:13][C:14]([F:21])([F:20])[S:15]([O-:18])(=[O:17])=[O:16].[CH3:14][N+:1]1[C:10]2[C:9](=[O:11])[CH:8]=[CH:7][C:6](=[O:12])[C:5]=2[N:4]=[CH:3][CH:2]=1. The yield is 0.610. (4) The reactants are [Cl:1][C:2]1[N:7]=[N:6][C:5]([NH:8][C:9](=[O:18])[N:10]([CH2:12][CH:13](OC)[O:14]C)[CH3:11])=[CH:4][C:3]=1[C:19]([F:22])([F:21])[F:20].O. The catalyst is C(O)(=O)C. The product is [Cl:1][C:2]1[N:7]=[N:6][C:5]([N:8]2[CH:13]([OH:14])[CH2:12][N:10]([CH3:11])[C:9]2=[O:18])=[CH:4][C:3]=1[C:19]([F:22])([F:21])[F:20]. The yield is 0.980. (5) The reactants are [S:1]1[CH:5]=[CH:4][C:3]([CH:6]=[O:7])=[CH:2]1.C[Si]([C:12]#[N:13])(C)C.[Cl:14]CCl. The catalyst is Cl.[I-].[Zn+2].[I-]. The product is [ClH:14].[NH2:13][CH2:12][CH:6]([C:3]1[C:4]2[CH:5]=[CH:4][CH:3]=[CH:2][C:5]=2[S:1][CH:2]=1)[OH:7]. The yield is 0.580.